Dataset: Forward reaction prediction with 1.9M reactions from USPTO patents (1976-2016). Task: Predict the product of the given reaction. (1) The product is: [CH:25]1([CH2:24][C@H:3]([NH:2][C:36]([C:35]2[O:31][N:32]=[CH:33][CH:34]=2)=[O:37])[C:4](=[O:5])[NH:6][C@H:7]2[CH2:13][CH2:12][CH2:11][N:10]([S:14]([C:17]3[CH:22]=[CH:21][CH:20]=[CH:19][N:18]=3)(=[O:15])=[O:16])[CH2:9][C:8]2=[O:23])[CH2:30][CH2:29][CH2:28][CH2:27][CH2:26]1. Given the reactants Cl.[NH2:2][C@@H:3]([CH2:24][CH:25]1[CH2:30][CH2:29][CH2:28][CH2:27][CH2:26]1)[C:4]([NH:6][C@H:7]1[CH2:13][CH2:12][CH2:11][N:10]([S:14]([C:17]2[CH:22]=[CH:21][CH:20]=[CH:19][N:18]=2)(=[O:16])=[O:15])[CH2:9][C@@H:8]1[OH:23])=[O:5].[O:31]1[C:35]([C:36](O)=[O:37])=[CH:34][CH:33]=[N:32]1.CC(OI1(OC(C)=O)(OC(C)=O)OC(=O)C2C=CC=CC1=2)=O, predict the reaction product. (2) The product is: [CH2:10]([N:9]([CH2:8][CH:7]1[CH2:6][NH:5][C:3](=[O:4])[CH2:2][O:24]1)[CH2:17][C:18]1[CH:23]=[CH:22][CH:21]=[CH:20][CH:19]=1)[C:11]1[CH:16]=[CH:15][CH:14]=[CH:13][CH:12]=1. Given the reactants Cl[CH2:2][C:3]([NH:5][CH2:6][CH:7]([OH:24])[CH2:8][N:9]([CH2:17][C:18]1[CH:23]=[CH:22][CH:21]=[CH:20][CH:19]=1)[CH2:10][C:11]1[CH:16]=[CH:15][CH:14]=[CH:13][CH:12]=1)=[O:4].CC([O-])(C)C.[K+], predict the reaction product. (3) Given the reactants [CH2:1]([C:8]1[N:12]([CH:13]([CH:23]2[CH2:28][CH2:27][CH2:26]CC2)[C:14]([NH:16][CH:17]2[CH2:22][CH2:21][CH2:20][CH2:19][CH2:18]2)=[O:15])[C:11]2[CH:29]=[C:30]([Cl:34])[C:31]([F:33])=[CH:32][C:10]=2[N:9]=1)[C:2]1[CH:7]=[CH:6][CH:5]=[CH:4][CH:3]=1.C1([CH:41]=[O:42])CCCCC1.[S:43]1CCC(CC=O)[CH2:45][CH2:44]1.ClC1C=C(CC(O)=O)C=CC=1.COC(C1C=CC=CC=1)C(O)=O, predict the reaction product. The product is: [Cl:34][C:30]1[C:31]([F:33])=[CH:32][C:10]2[N:9]=[C:8]([CH:1]([O:42][CH3:41])[C:2]3[CH:7]=[CH:6][CH:5]=[CH:4][CH:3]=3)[N:12]([CH:13]([CH2:23][CH:28]3[CH2:27][CH2:26][S:43][CH2:44][CH2:45]3)[C:14]([NH:16][CH:17]3[CH2:22][CH2:21][CH2:20][CH2:19][CH2:18]3)=[O:15])[C:11]=2[CH:29]=1. (4) Given the reactants [Cl:1][C:2]1[CH:3]=[CH:4][C:5]([CH3:11])=[C:6]([N:8]=[C:9]=[S:10])[CH:7]=1.Cl.[CH2:13]([NH2:16])[C:14]#[CH:15].C(N(CC)CC)C, predict the reaction product. The product is: [Cl:1][C:2]1[CH:3]=[CH:4][C:5]([CH3:11])=[C:6]([NH:8][C:9]([NH:16][CH2:13][C:14]#[CH:15])=[S:10])[CH:7]=1. (5) Given the reactants [NH2:1][C@H:2]([C:12]1[C:17]([C:18]2[CH:19]=[CH:20][C:21]([Cl:33])=[C:22]3[C:26]=2[N:25]([CH3:27])[N:24]=[C:23]3[NH:28][S:29]([CH3:32])(=[O:31])=[O:30])=[CH:16][CH:15]=[C:14]([Cl:34])[N:13]=1)[CH2:3][C:4]1[CH:9]=[C:8]([F:10])[CH:7]=[C:6]([F:11])[CH:5]=1.C(N(CC)CC)C.[F:42][C:43]1([F:60])[C:47]2[N:48]([CH2:55][C:56](O)=[O:57])[N:49]=[C:50]([C:51](F)([F:53])[F:52])[C:46]=2[C@H:45]2[CH2:59][C@@H:44]12.CN(C(ON1N=NC2C=CC=NC1=2)=[N+](C)C)C.F[P-](F)(F)(F)(F)F, predict the reaction product. The product is: [Cl:34][C:14]1[N:13]=[C:12]([C@@H:2]([NH:1][C:56](=[O:57])[CH2:55][N:48]2[C:47]3[C:43]([F:42])([F:60])[C@@H:44]4[CH2:59][C@@H:45]4[C:46]=3[C:50]([CH:51]([F:53])[F:52])=[N:49]2)[CH2:3][C:4]2[CH:9]=[C:8]([F:10])[CH:7]=[C:6]([F:11])[CH:5]=2)[C:17]([C:18]2[CH:19]=[CH:20][C:21]([Cl:33])=[C:22]3[C:26]=2[N:25]([CH3:27])[N:24]=[C:23]3[NH:28][S:29]([CH3:32])(=[O:30])=[O:31])=[CH:16][CH:15]=1.